From a dataset of NCI-60 drug combinations with 297,098 pairs across 59 cell lines. Regression. Given two drug SMILES strings and cell line genomic features, predict the synergy score measuring deviation from expected non-interaction effect. (1) Drug 1: C1CCC(CC1)NC(=O)N(CCCl)N=O. Drug 2: CC=C1C(=O)NC(C(=O)OC2CC(=O)NC(C(=O)NC(CSSCCC=C2)C(=O)N1)C(C)C)C(C)C. Cell line: ACHN. Synergy scores: CSS=19.7, Synergy_ZIP=1.80, Synergy_Bliss=-0.536, Synergy_Loewe=-19.7, Synergy_HSA=1.18. (2) Drug 1: CC1C(C(=O)NC(C(=O)N2CCCC2C(=O)N(CC(=O)N(C(C(=O)O1)C(C)C)C)C)C(C)C)NC(=O)C3=C4C(=C(C=C3)C)OC5=C(C(=O)C(=C(C5=N4)C(=O)NC6C(OC(=O)C(N(C(=O)CN(C(=O)C7CCCN7C(=O)C(NC6=O)C(C)C)C)C)C(C)C)C)N)C. Drug 2: CC(C)NC(=O)C1=CC=C(C=C1)CNNC.Cl. Cell line: EKVX. Synergy scores: CSS=-2.32, Synergy_ZIP=0.430, Synergy_Bliss=-0.351, Synergy_Loewe=-2.07, Synergy_HSA=-1.97. (3) Drug 1: C1=NC2=C(N1)C(=S)N=C(N2)N. Drug 2: C1=NC2=C(N1)C(=S)N=CN2. Cell line: OVCAR-5. Synergy scores: CSS=39.3, Synergy_ZIP=-6.49, Synergy_Bliss=-8.93, Synergy_Loewe=-9.69, Synergy_HSA=-5.16. (4) Drug 1: CNC(=O)C1=CC=CC=C1SC2=CC3=C(C=C2)C(=NN3)C=CC4=CC=CC=N4. Drug 2: COC1=C(C=C2C(=C1)N=CN=C2NC3=CC(=C(C=C3)F)Cl)OCCCN4CCOCC4. Cell line: U251. Synergy scores: CSS=26.9, Synergy_ZIP=-5.64, Synergy_Bliss=0.788, Synergy_Loewe=5.19, Synergy_HSA=6.09. (5) Drug 1: CN1C(=O)N2C=NC(=C2N=N1)C(=O)N. Drug 2: CC1=C(C(=O)C2=C(C1=O)N3CC4C(C3(C2COC(=O)N)OC)N4)N. Cell line: MDA-MB-435. Synergy scores: CSS=5.75, Synergy_ZIP=-3.51, Synergy_Bliss=-0.466, Synergy_Loewe=-17.8, Synergy_HSA=-3.49.